Dataset: Forward reaction prediction with 1.9M reactions from USPTO patents (1976-2016). Task: Predict the product of the given reaction. (1) Given the reactants [CH3:1][C:2]([CH3:25])([CH2:18][C:19]1([CH3:24])OCC[O:20]1)[CH2:3][N:4]1[C:16]2[C:15]3[CH:14]=[CH:13][CH:12]=[CH:11][C:10]=3[N:9]=[C:8]([NH2:17])[C:7]=2[N:6]=[CH:5]1.Cl, predict the reaction product. The product is: [NH2:17][C:8]1[C:7]2[N:6]=[CH:5][N:4]([CH2:3][C:2]([CH3:25])([CH3:1])[CH2:18][C:19](=[O:20])[CH3:24])[C:16]=2[C:15]2[CH:14]=[CH:13][CH:12]=[CH:11][C:10]=2[N:9]=1. (2) Given the reactants [Cl:1][C:2]1[CH:3]=[C:4]([CH:6]=[CH:7][C:8]=1I)[NH2:5].[Si:10]([O:27][CH2:28][CH:29]1[CH2:34][CH2:33][CH2:32][NH:31][C:30]1=[O:35])([C:23]([CH3:26])([CH3:25])[CH3:24])([C:17]1[CH:22]=[CH:21][CH:20]=[CH:19][CH:18]=1)[C:11]1[CH:16]=[CH:15][CH:14]=[CH:13][CH:12]=1.P([O-])([O-])([O-])=O.[K+].[K+].[K+].CNCCNC, predict the reaction product. The product is: [NH2:5][C:4]1[CH:6]=[CH:7][C:8]([N:31]2[CH2:32][CH2:33][CH2:34][CH:29]([CH2:28][O:27][Si:10]([C:23]([CH3:25])([CH3:24])[CH3:26])([C:11]3[CH:16]=[CH:15][CH:14]=[CH:13][CH:12]=3)[C:17]3[CH:22]=[CH:21][CH:20]=[CH:19][CH:18]=3)[C:30]2=[O:35])=[C:2]([Cl:1])[CH:3]=1. (3) Given the reactants [Cl:1][C:2]1[CH:14]=[C:13]([Cl:15])[C:12]([O:16][C:17]2[N:21]([CH3:22])[N:20]=[C:19]([CH3:23])[C:18]=2/[CH:24]=[CH:25]/[CH2:26][OH:27])=[CH:11][C:3]=1[O:4][C@@H:5]([CH3:10])[C:6]([O:8][CH3:9])=[O:7].[CH2:28]([N:30]=[C:31]=[O:32])[CH3:29], predict the reaction product. The product is: [Cl:1][C:2]1[CH:14]=[C:13]([Cl:15])[C:12]([O:16][C:17]2[N:21]([CH3:22])[N:20]=[C:19]([CH3:23])[C:18]=2/[CH:24]=[CH:25]/[CH2:26][O:27][C:31](=[O:32])[NH:30][CH2:28][CH3:29])=[CH:11][C:3]=1[O:4][C@@H:5]([CH3:10])[C:6]([O:8][CH3:9])=[O:7]. (4) Given the reactants C([Li])CCC.I[C:7]1[CH:12]=[CH:11][C:10]([I:13])=[CH:9][CH:8]=1.[O:14]1[CH2:20][CH2:19][CH2:18][C:17](=[O:21])[CH2:16][CH2:15]1.[Cl-].[NH4+], predict the reaction product. The product is: [I:13][C:10]1[CH:11]=[CH:12][C:7]([C:17]2([OH:21])[CH2:18][CH2:19][CH2:20][O:14][CH2:15][CH2:16]2)=[CH:8][CH:9]=1. (5) The product is: [Br:25][C:14]1[CH:13]=[C:12]2[C:17](=[CH:16][CH:15]=1)[N:8]([CH:5]1[CH2:4][CH2:3][N:2]([CH3:1])[CH2:7][CH2:6]1)[CH2:9][CH2:10][CH2:11]2. Given the reactants [CH3:1][N:2]1[CH2:7][CH2:6][CH:5]([N:8]2[C:17]3[C:12](=[CH:13][CH:14]=[CH:15][CH:16]=3)[CH2:11][CH2:10][CH2:9]2)[CH2:4][CH2:3]1.C1C(=O)N([Br:25])C(=O)C1.O, predict the reaction product. (6) Given the reactants [O:1]1[CH2:5][CH2:4][CH2:3][CH2:2]1.C([N:8]1[CH2:13]CCC[CH2:9]1)=O.CN(C)[CH:16]=[O:17], predict the reaction product. The product is: [CH3:16][O:17][C:3]1[CH:2]=[CH:13][N:8]=[CH:9][C:4]=1[CH:5]=[O:1]. (7) Given the reactants Br[C:2]1[CH:3]=[CH:4][C:5]2[NH:6][C:7]3[C:12]([C:13]=2[CH:14]=1)=[CH:11][C:10](Br)=[CH:9][CH:8]=3.[C:16]1(B(O)O)[C:25]2[C:20](=[CH:21][CH:22]=[CH:23][CH:24]=2)[CH:19]=[CH:18][CH:17]=1.C(=O)([O-])[O-].[Na+].[Na+].[CH2:35](O)[CH3:36], predict the reaction product. The product is: [C:16]1([C:2]2[CH:3]=[CH:4][C:5]3[NH:6][C:7]4[C:12]([C:13]=3[CH:14]=2)=[CH:11][C:10]([C:3]2[C:35]3[C:36](=[CH:12][CH:7]=[CH:8][CH:9]=3)[CH:13]=[CH:14][CH:2]=2)=[CH:9][CH:8]=4)[C:25]2[C:20](=[CH:21][CH:22]=[CH:23][CH:24]=2)[CH:19]=[CH:18][CH:17]=1. (8) Given the reactants C(N([CH2:6][CH3:7])CC)C.Cl[C:9]1[C:10]2[C:15]([C:16](Cl)=[C:17]3[C:22]=1[CH:21]=[CH:20][CH:19]=[CH:18]3)=[CH:14][CH:13]=[CH:12][CH:11]=2.C[Mg]Br.[C:27]1([Mg]Br)[CH:32]=[CH:31][CH:30]=[CH:29][CH:28]=1, predict the reaction product. The product is: [C:27]1([C:9]2[C:10]3[C:15]([C:16]([C:7]4[CH:6]=[CH:21][CH:22]=[CH:9][CH:10]=4)=[C:17]4[C:22]=2[CH:21]=[CH:20][CH:19]=[CH:18]4)=[CH:14][CH:13]=[CH:12][CH:11]=3)[CH:32]=[CH:31][CH:30]=[CH:29][CH:28]=1. (9) Given the reactants Br[C:2]1[CH:9]=[C:6]([CH:7]=[O:8])[C:5]([OH:10])=[CH:4][CH:3]=1.[C:11]([C:13]1[CH:18]=[CH:17][C:16](B(O)O)=[CH:15][CH:14]=1)#[N:12], predict the reaction product. The product is: [CH:7]([C:6]1[CH:9]=[C:2]([C:16]2[CH:17]=[CH:18][C:13]([C:11]#[N:12])=[CH:14][CH:15]=2)[CH:3]=[CH:4][C:5]=1[OH:10])=[O:8].